The task is: Predict the reactants needed to synthesize the given product.. This data is from Full USPTO retrosynthesis dataset with 1.9M reactions from patents (1976-2016). (1) Given the product [C:38]([O:37][C:35]([NH:34][CH:25]([CH2:26][C:27]1[CH:32]=[CH:31][C:30]([F:33])=[CH:29][CH:28]=1)[C:24]([N:21]1[CH2:22][CH2:23][N:18]([CH:6]([CH2:7][C:8]2[CH:17]=[CH:16][C:15]3[C:10](=[CH:11][CH:12]=[CH:13][CH:14]=3)[CH:9]=2)[C:5]([OH:45])=[O:4])[CH2:19][CH:20]1[CH2:43][CH3:44])=[O:42])=[O:36])([CH3:39])([CH3:40])[CH3:41], predict the reactants needed to synthesize it. The reactants are: [Li+].[OH-].C[O:4][C:5](=[O:45])[CH:6]([N:18]1[CH2:23][CH2:22][N:21]([C:24](=[O:42])[CH:25]([NH:34][C:35]([O:37][C:38]([CH3:41])([CH3:40])[CH3:39])=[O:36])[CH2:26][C:27]2[CH:32]=[CH:31][C:30]([F:33])=[CH:29][CH:28]=2)[CH:20]([CH2:43][CH3:44])[CH2:19]1)[CH2:7][C:8]1[CH:17]=[CH:16][C:15]2[C:10](=[CH:11][CH:12]=[CH:13][CH:14]=2)[CH:9]=1.Cl. (2) Given the product [CH:1]1([C:4]2[C:6]([O:12][C:13]3[CH:20]=[CH:19][C:16]([C:17]#[N:18])=[CH:15][CH:14]=3)=[C:7]([CH:9]3[CH2:11][CH2:10]3)[NH:23][N:22]=2)[CH2:3][CH2:2]1, predict the reactants needed to synthesize it. The reactants are: [CH:1]1([C:4]([CH:6]([O:12][C:13]2[CH:20]=[CH:19][C:16]([C:17]#[N:18])=[CH:15][CH:14]=2)[C:7]([CH:9]2[CH2:11][CH2:10]2)=O)=O)[CH2:3][CH2:2]1.O.[NH2:22][NH2:23]. (3) Given the product [Br:1][C:2]1[CH:9]=[CH:8][C:7]([C:10]#[N:11])=[CH:6][C:3]=1[CH2:4][O:5][CH2:21][O:22][CH3:23], predict the reactants needed to synthesize it. The reactants are: [Br:1][C:2]1[CH:9]=[CH:8][C:7]([C:10]#[N:11])=[CH:6][C:3]=1[CH2:4][OH:5].C(N(C(C)C)CC)(C)C.[CH3:21][O:22][CH2:23]Cl.O. (4) Given the product [CH2:34]([C:31]1[CH:32]=[CH:33][C:28]([N:12]2[CH2:13][C:14]3[C:15](=[N:16][C:17]([NH:20][C:21]4[CH:26]=[CH:25][C:24]([F:27])=[CH:23][CH:22]=4)=[N:18][CH:19]=3)[N:10]([C@H:8]([CH3:9])[CH2:7][OH:6])[C:11]2=[O:36])=[CH:29][CH:30]=1)[CH3:35], predict the reactants needed to synthesize it. The reactants are: C([Si](C)(C)[O:6][CH2:7][C@H:8]([N:10]1[C:15]2=[N:16][C:17]([NH:20][C:21]3[CH:26]=[CH:25][C:24]([F:27])=[CH:23][CH:22]=3)=[N:18][CH:19]=[C:14]2[CH2:13][N:12]([C:28]2[CH:33]=[CH:32][C:31]([CH2:34][CH3:35])=[CH:30][CH:29]=2)[C:11]1=[O:36])[CH3:9])(C)(C)C.N1C=CC=CC=1.F. (5) The reactants are: [CH3:1][O:2][C:3]1[CH:4]=[CH:5][C:6]2[S:10][C:9]([CH3:11])=[N:8][C:7]=2[CH:12]=1.Cl[C:14]1C=C[C:17]([C:20]([F:23])([F:22])[F:21])=[CH:16][C:15]=1[N+]([O-])=O.[OH-].[Na+]. Given the product [CH3:1][O:2][C:3]1[CH:4]=[CH:5][C:6]2[S:10][C:9]3[C:14](=[CH:15][CH:16]=[C:17]([C:20]([F:23])([F:22])[F:21])[CH:11]=3)[NH:8][C:7]=2[CH:12]=1, predict the reactants needed to synthesize it. (6) Given the product [Br:1][C:2]([F:35])([F:36])[C:3]([C:9]1[CH:14]=[CH:13][C:12]([NH:15][C:16](=[O:33])[C:17]2[C:18](=[C:28]([I:32])[CH:29]=[CH:30][CH:31]=2)[C:19]([NH:21][C@@H:22]([CH3:27])[CH2:23][S:24]([CH3:26])(=[O:38])=[O:25])=[O:20])=[C:11]([CH3:34])[CH:10]=1)([F:8])[C:4]([F:7])([F:6])[F:5], predict the reactants needed to synthesize it. The reactants are: [Br:1][C:2]([F:36])([F:35])[C:3]([C:9]1[CH:14]=[CH:13][C:12]([NH:15][C:16](=[O:33])[C:17]2[C:18](=[C:28]([I:32])[CH:29]=[CH:30][CH:31]=2)[C:19]([NH:21][C@@H:22]([CH3:27])[CH2:23][S:24]([CH3:26])=[O:25])=[O:20])=[C:11]([CH3:34])[CH:10]=1)([F:8])[C:4]([F:7])([F:6])[F:5].C(O)=[O:38].S(=O)(=O)(O)O.OO.S([O-])(O)=O.[Na+]. (7) Given the product [OH:5][NH:6][C:7](=[O:8])[C:9]1[CH:10]=[CH:11][C:12]([C:15]2[CH:20]=[CH:19][CH:18]=[C:17]([CH2:21][NH:22][C:23](=[O:30])[C:24]3[CH:29]=[CH:28][CH:27]=[CH:26][CH:25]=3)[CH:16]=2)=[CH:13][CH:14]=1, predict the reactants needed to synthesize it. The reactants are: C([O:5][NH:6][C:7]([C:9]1[CH:14]=[CH:13][C:12]([C:15]2[CH:20]=[CH:19][CH:18]=[C:17]([CH2:21][NH2:22])[CH:16]=2)=[CH:11][CH:10]=1)=[O:8])(C)(C)C.[C:23](O)(=[O:30])[C:24]1[CH:29]=[CH:28][CH:27]=[CH:26][CH:25]=1.CN([P+](ON1N=NC2C=CC=CC1=2)(N(C)C)N(C)C)C.F[P-](F)(F)(F)(F)F. (8) Given the product [ClH:22].[F:21][C:18]1[CH:17]=[CH:16][C:15]([CH2:14][CH:11]2[CH2:10][CH2:9][NH:8][CH2:13][CH2:12]2)=[CH:20][CH:19]=1, predict the reactants needed to synthesize it. The reactants are: C(OC([N:8]1[CH2:13][CH2:12][CH:11]([CH2:14][C:15]2[CH:20]=[CH:19][C:18]([F:21])=[CH:17][CH:16]=2)[CH2:10][CH2:9]1)=O)(C)(C)C.[ClH:22].